Dataset: Full USPTO retrosynthesis dataset with 1.9M reactions from patents (1976-2016). Task: Predict the reactants needed to synthesize the given product. (1) Given the product [CH2:3]([O:4][CH:5]1[C@@H:9]2[CH:10]=[N:11][C:12]3[CH:19]=[CH:18][C:17]([O:20][CH3:21])=[CH:16][C:13]=3[C:14](=[O:15])[N:8]2[CH:7]=[C:6]1[C:38]1[CH:39]=[C:40]2[C:45](=[CH:46][CH:47]=1)[N:44]=[CH:43][CH:42]=[CH:41]2)[CH2:2][CH2:1][O:48][CH:49]1[C@@H:53]2[CH:54]=[N:55][C:56]3[CH:63]=[CH:62][C:61]([O:64][CH3:65])=[CH:60][C:57]=3[C:58](=[O:59])[N:52]2[CH:51]=[C:50]1[C:82]1[CH:83]=[C:84]2[C:89](=[CH:90][CH:91]=1)[N:88]=[CH:87][CH:86]=[CH:85]2, predict the reactants needed to synthesize it. The reactants are: [CH2:1]([O:48][CH:49]1[C@H:53]2[C@H:54](O[Si](C(C)(C)C)(C)C)[N:55](C(OCC(Cl)(Cl)Cl)=O)[C:56]3[CH:63]=[CH:62][C:61]([O:64][CH3:65])=[CH:60][C:57]=3[C:58](=[O:59])[N:52]2[CH:51]=[C:50]1[C:82]1[CH:83]=[C:84]2[C:89](=[CH:90][CH:91]=1)[N:88]=[CH:87][CH:86]=[CH:85]2)[CH2:2][CH2:3][O:4][CH:5]1[C@H:9]2[C@H:10](O[Si](C(C)(C)C)(C)C)[N:11](C(OCC(Cl)(Cl)Cl)=O)[C:12]3[CH:19]=[CH:18][C:17]([O:20][CH3:21])=[CH:16][C:13]=3[C:14](=[O:15])[N:8]2[CH:7]=[C:6]1[C:38]1[CH:39]=[C:40]2[C:45](=[CH:46][CH:47]=1)[N:44]=[CH:43][CH:42]=[CH:41]2. (2) Given the product [CH2:16]([N:18]([CH:19]([CH3:21])[CH3:20])[CH2:2][CH2:3][CH2:4][S:5][S:6]([C:9]1[CH:14]=[CH:13][C:12]([CH3:15])=[CH:11][CH:10]=1)(=[O:8])=[O:7])[CH3:17], predict the reactants needed to synthesize it. The reactants are: Cl[CH2:2][CH2:3][CH2:4][S:5][S:6]([C:9]1[CH:14]=[CH:13][C:12]([CH3:15])=[CH:11][CH:10]=1)(=[O:8])=[O:7].[CH2:16]([NH:18][CH:19]([CH3:21])[CH3:20])[CH3:17].C(=O)([O-])[O-].[K+].[K+]. (3) Given the product [NH2:1][C:2]1[C:11]([C:14]#[C:13][C:15]2[CH:20]=[CH:19][CH:18]=[C:17]([NH:21][C:22]([C:24]3[N:28]([CH3:29])[N:27]=[C:26]([CH3:30])[CH:25]=3)=[O:23])[CH:16]=2)=[CH:10][C:5]([C:6]([O:8][CH3:9])=[O:7])=[CH:4][N:3]=1, predict the reactants needed to synthesize it. The reactants are: [NH2:1][C:2]1[C:11](I)=[CH:10][C:5]([C:6]([O:8][CH3:9])=[O:7])=[CH:4][N:3]=1.[C:13]([C:15]1[CH:16]=[C:17]([NH:21][C:22]([C:24]2[N:28]([CH3:29])[N:27]=[C:26]([CH3:30])[CH:25]=2)=[O:23])[CH:18]=[CH:19][CH:20]=1)#[CH:14].C(N(CC)CC)C.